Dataset: Kir2.1 potassium channel HTS with 301,493 compounds. Task: Binary Classification. Given a drug SMILES string, predict its activity (active/inactive) in a high-throughput screening assay against a specified biological target. The drug is O=c1c(c(n(c2c1cccc2)C)NC(=O)c1occc1)c1ccc(OC)cc1. The result is 0 (inactive).